From a dataset of Forward reaction prediction with 1.9M reactions from USPTO patents (1976-2016). Predict the product of the given reaction. (1) Given the reactants [CH2:1]([N:8]1[C:12]2[CH2:13][O:14][CH2:15][CH2:16][C:11]=2[C:10]([C:17]#[N:18])=[C:9]1[NH:19][C:20]([CH:22]1[CH2:24][CH2:23]1)=[O:21])[C:2]1[CH:7]=[CH:6][CH:5]=[CH:4][CH:3]=1.[OH-:25].[Na+], predict the reaction product. The product is: [CH2:1]([N:8]1[C:12]2[CH2:13][O:14][CH2:15][CH2:16][C:11]=2[C:10]([C:17]([NH2:18])=[O:25])=[C:9]1[NH:19][C:20]([CH:22]1[CH2:23][CH2:24]1)=[O:21])[C:2]1[CH:3]=[CH:4][CH:5]=[CH:6][CH:7]=1. (2) Given the reactants [CH3:1][Si:2]([CH3:20])([CH3:19])[CH2:3][CH2:4][O:5][C:6]([C:8]1[C:17]2[C:12](=[CH:13][CH:14]=[CH:15][CH:16]=2)[CH:11]=[CH:10][C:9]=1[OH:18])=[O:7].[F:21][C:22]([F:35])([F:34])[S:23](O[S:23]([C:22]([F:35])([F:34])[F:21])(=[O:25])=[O:24])(=[O:25])=[O:24], predict the reaction product. The product is: [CH3:1][Si:2]([CH3:20])([CH3:19])[CH2:3][CH2:4][O:5][C:6]([C:8]1[C:17]2[C:12](=[CH:13][CH:14]=[CH:15][CH:16]=2)[CH:11]=[CH:10][C:9]=1[O:18][S:23]([C:22]([F:35])([F:34])[F:21])(=[O:25])=[O:24])=[O:7]. (3) Given the reactants [Br:1][CH2:2][C:3]1([CH2:11][OH:12])[CH2:8][O:7][C:6]([CH3:10])([CH3:9])[O:5][CH2:4]1.N1C=CN=C1.[Cl-].[C:19]([SiH:23]([C:30]1[CH:35]=[CH:34][CH:33]=[CH:32][CH:31]=1)[C:24]1[CH:29]=[CH:28][CH:27]=[CH:26][CH:25]=1)([CH3:22])([CH3:21])[CH3:20].[Cl-].[NH4+], predict the reaction product. The product is: [Br:1][CH2:2][C:3]1([CH2:11][O:12][Si:23]([C:19]([CH3:22])([CH3:21])[CH3:20])([C:30]2[CH:31]=[CH:32][CH:33]=[CH:34][CH:35]=2)[C:24]2[CH:29]=[CH:28][CH:27]=[CH:26][CH:25]=2)[CH2:4][O:5][C:6]([CH3:9])([CH3:10])[O:7][CH2:8]1. (4) The product is: [S:1](=[O:38])(=[O:37])([O:3][CH2:4][C@@H:5]1[CH2:9][C@@H:8]([O:10][C:11]2[CH:16]=[C:15]([NH:17][C@@H:18]3[C:26]4[C:21](=[CH:22][CH:23]=[CH:24][CH:25]=4)[CH2:20][C@@H:19]3[O:27][CH3:28])[N:14]=[CH:13][N:12]=2)[CH2:7][C@@H:6]1[OH:29])[NH2:2]. Given the reactants [S:1](=[O:38])(=[O:37])([O:3][CH2:4][C@@H:5]1[CH2:9][C@@H:8]([O:10][C:11]2[CH:16]=[C:15]([NH:17][C@@H:18]3[C:26]4[C:21](=[CH:22][CH:23]=[CH:24][CH:25]=4)[CH2:20][C@@H:19]3[O:27][CH3:28])[N:14]=[CH:13][N:12]=2)[CH2:7][C@@H:6]1[O:29][Si](C(C)(C)C)(C)C)[NH2:2].F.N1C=CC=CC=1, predict the reaction product. (5) The product is: [F:1][C:2]1[CH:3]=[CH:4][C:5]([CH2:6][N:7]2[C:16](=[O:17])[C:15]([C:18]3[NH:23][C:22]4[S:24][CH:25]=[C:26]([CH2:27][NH:28][S:29]([NH2:32])(=[O:31])=[O:30])[C:21]=4[S:20](=[O:43])(=[O:44])[N:19]=3)=[C:14]([OH:45])[C@H:13]3[C@@H:8]2[C@H:9]2[CH2:46][C@@H:12]3[CH2:11][CH2:10]2)=[CH:47][CH:48]=1. Given the reactants [F:1][C:2]1[CH:48]=[CH:47][C:5]([CH2:6][N:7]2[C:16](=[O:17])[C:15]([C:18]3[NH:23][C:22]4[S:24][CH:25]=[C:26]([CH2:27][NH:28][S:29]([NH:32]C(=O)OCC5C=CC=CC=5)(=[O:31])=[O:30])[C:21]=4[S:20](=[O:44])(=[O:43])[N:19]=3)=[C:14]([OH:45])[C@H:13]3[C@@H:8]2[C@H:9]2[CH2:46][C@@H:12]3[CH2:11][CH2:10]2)=[CH:4][CH:3]=1, predict the reaction product. (6) Given the reactants Cl.Cl.[OH:3][CH2:4][C@H:5]1[CH2:14][N:9]2[CH2:10][CH2:11][NH:12][CH2:13][C@@H:8]2[CH2:7][CH2:6]1.Cl[C:16]1[CH:21]=[CH:20][C:19]([Cl:22])=[CH:18][N:17]=1.C(=O)([O-])[O-].[Na+].[Na+], predict the reaction product. The product is: [OH:3][CH2:4][C@H:5]1[CH2:14][N:9]2[CH2:10][CH2:11][N:12]([C:16]3[CH:21]=[CH:20][C:19]([Cl:22])=[CH:18][N:17]=3)[CH2:13][C@@H:8]2[CH2:7][CH2:6]1. (7) The product is: [CH3:1][O:2][CH:3]1[CH2:8][CH2:7][CH:6]([CH:9]=[O:10])[CH2:5][CH2:4]1. Given the reactants [CH3:1][O:2][CH:3]1[CH2:8][CH2:7][CH:6]([C:9](OCC)=[O:10])[CH2:5][CH2:4]1.CC(C[AlH]CC(C)C)C, predict the reaction product.